From a dataset of Forward reaction prediction with 1.9M reactions from USPTO patents (1976-2016). Predict the product of the given reaction. (1) Given the reactants [Br:1][C:2]1[CH:10]=[CH:9][C:5]([CH2:6][CH2:7][OH:8])=[CH:4][CH:3]=1.[CH3:11][C:12](OI1(OC(C)=O)(OC(C)=O)OC(=O)C2C=CC=CC1=2)=[O:13].C(O)CO, predict the reaction product. The product is: [Br:1][C:2]1[CH:10]=[CH:9][C:5]([CH2:6][CH:7]2[O:13][CH2:12][CH2:11][O:8]2)=[CH:4][CH:3]=1. (2) Given the reactants [C:1]1([OH:11])[C:10]2[C:5](=[CH:6][CH:7]=[CH:8][CH:9]=2)[CH:4]=[CH:3][CH:2]=1.C1(C)C=CC(S(O[CH2:22][C:23]([F:26])([F:25])[F:24])(=O)=O)=CC=1, predict the reaction product. The product is: [F:24][C:23]([F:26])([F:25])[CH2:22][O:11][C:1]1[C:10]2[C:5](=[CH:6][CH:7]=[CH:8][CH:9]=2)[CH:4]=[CH:3][CH:2]=1. (3) Given the reactants Br[C:2]1[C:11]2[C:6](=[CH:7][CH:8]=[C:9]([C:12]3[CH:13]=[N:14][N:15]([CH3:17])[CH:16]=3)[CH:10]=2)[C:5](=[O:18])[N:4]([CH3:19])[CH:3]=1.[F:20][C:21]1[CH:27]=[CH:26][C:24]([NH2:25])=[CH:23][C:22]=1B1OC(C)(C)C(C)(C)O1.[O-]P([O-])([O-])=O.[K+].[K+].[K+], predict the reaction product. The product is: [NH2:25][C:24]1[CH:23]=[CH:22][C:21]([F:20])=[C:27]([C:2]2[C:11]3[C:6](=[CH:7][CH:8]=[C:9]([C:12]4[CH:13]=[N:14][N:15]([CH3:17])[CH:16]=4)[CH:10]=3)[C:5](=[O:18])[N:4]([CH3:19])[CH:3]=2)[CH:26]=1. (4) Given the reactants C1(C)C=CC=CC=1.[Cl:8][C:9]1[CH:10]=[C:11]([CH:27]=[CH:28][C:29]=1[F:30])[C:12]([C@@H:14]1[CH2:19][CH2:18][CH2:17][N:16]([C:20]([O:22][C:23]([CH3:26])([CH3:25])[CH3:24])=[O:21])[CH2:15]1)=[O:13].CO, predict the reaction product. The product is: [Cl:8][C:9]1[CH:10]=[C:11]([C@H:12]([OH:13])[C@@H:14]2[CH2:19][CH2:18][CH2:17][N:16]([C:20]([O:22][C:23]([CH3:25])([CH3:24])[CH3:26])=[O:21])[CH2:15]2)[CH:27]=[CH:28][C:29]=1[F:30]. (5) Given the reactants [F:1][C:2]1[CH:7]=[CH:6][CH:5]=[C:4]([F:8])[N:3]=1.[C:9](=[O:11])=[O:10], predict the reaction product. The product is: [F:8][C:4]1[N:3]=[C:2]([F:1])[CH:7]=[CH:6][C:5]=1[C:9]([OH:11])=[O:10]. (6) Given the reactants [NH2:1][C:2]1[C:11]([C:12]([O:14]N2C3C=CC=CC=3N=N2)=O)=[C:5]2[N:6]=[CH:7][C:8]([F:10])=[CH:9][N:4]2[N:3]=1.[O:24]1[CH2:27][CH:26]([N:28]2[CH2:33][CH2:32][N:31]([C:34]3[CH:39]=[CH:38][N:37]=[CH:36][C:35]=3[NH2:40])[CH2:30][CH2:29]2)[CH2:25]1, predict the reaction product. The product is: [NH2:1][C:2]1[C:11]([C:12]([NH:40][C:35]2[CH:36]=[N:37][CH:38]=[CH:39][C:34]=2[N:31]2[CH2:30][CH2:29][N:28]([CH:26]3[CH2:25][O:24][CH2:27]3)[CH2:33][CH2:32]2)=[O:14])=[C:5]2[N:6]=[CH:7][C:8]([F:10])=[CH:9][N:4]2[N:3]=1. (7) Given the reactants [CH:1]1([CH2:7][CH2:8][CH2:9][CH2:10][CH2:11][O:12][C:13]([NH:15][C@H:16]([C@@H:20]([OH:22])[CH3:21])[C:17]([OH:19])=O)=[O:14])[CH2:6][CH2:5][CH2:4][CH2:3][CH2:2]1.CCN(CC)CC.CN(C(ON1N=NC2C=CC=CC1=2)=[N+](C)C)C.[B-](F)(F)(F)F, predict the reaction product. The product is: [CH:1]1([CH2:7][CH2:8][CH2:9][CH2:10][CH2:11][O:12][C:13](=[O:14])[NH:15][C@H:16]2[C:17](=[O:19])[O:22][C@H:20]2[CH3:21])[CH2:2][CH2:3][CH2:4][CH2:5][CH2:6]1.